Predict the reactants needed to synthesize the given product. From a dataset of Full USPTO retrosynthesis dataset with 1.9M reactions from patents (1976-2016). (1) The reactants are: C(OC([NH:8][CH:9]([C:11]1[C:12]([O:33][CH3:34])=[C:13]([CH:19]2[CH2:22][N:21]([C:23]([O:25][CH2:26][C:27]3[CH:32]=[CH:31][CH:30]=[CH:29][CH:28]=3)=[O:24])[CH2:20]2)[C:14]([CH3:18])=[C:15]([Cl:17])[CH:16]=1)[CH3:10])=O)(C)(C)C.[ClH:35].O1CCOCC1. Given the product [NH2:8][CH:9]([C:11]1[C:12]([O:33][CH3:34])=[C:13]([CH:19]2[CH2:22][N:21]([C:23]([O:25][CH2:26][C:27]3[CH:32]=[CH:31][CH:30]=[CH:29][CH:28]=3)=[O:24])[CH2:20]2)[C:14]([CH3:18])=[C:15]([Cl:17])[CH:16]=1)[CH3:10].[ClH:35], predict the reactants needed to synthesize it. (2) Given the product [C:15]([O:19][C:20](=[O:21])[NH:2][C@@H:3]([CH2:4][OH:5])[CH:6]=[CH2:7])([CH3:18])([CH3:17])[CH3:16], predict the reactants needed to synthesize it. The reactants are: Cl.[NH2:2][C@H:3]([CH:6]=[CH2:7])[CH2:4][OH:5].C(N(CC)CC)C.[C:15]([O:19][C:20](O[C:20]([O:19][C:15]([CH3:18])([CH3:17])[CH3:16])=[O:21])=[O:21])([CH3:18])([CH3:17])[CH3:16]. (3) Given the product [F:12][C:13]([F:19])([F:18])[CH2:14][CH2:15][CH2:16][O:1][C:2]1[CH:11]=[CH:10][C:5]([C:6]([OH:8])=[O:7])=[CH:4][CH:3]=1, predict the reactants needed to synthesize it. The reactants are: [OH:1][C:2]1[CH:11]=[CH:10][C:5]([C:6]([O:8]C)=[O:7])=[CH:4][CH:3]=1.[F:12][C:13]([F:19])([F:18])[CH2:14][CH2:15][CH2:16]O.